Dataset: Catalyst prediction with 721,799 reactions and 888 catalyst types from USPTO. Task: Predict which catalyst facilitates the given reaction. (1) Reactant: [C:1]([C:3]1[CH:19]=[CH:18][CH:17]=[CH:16][C:4]=1[NH:5][S:6]([C:9]1[CH:14]=[CH:13][C:12]([CH3:15])=[CH:11][CH:10]=1)(=[O:8])=[O:7])#[N:2].[N+:20]([O-])([OH:22])=[O:21]. Product: [C:1]([C:3]1[CH:19]=[C:18]([N+:20]([O-:22])=[O:21])[CH:17]=[CH:16][C:4]=1[NH:5][S:6]([C:9]1[CH:14]=[CH:13][C:12]([CH3:15])=[CH:11][CH:10]=1)(=[O:8])=[O:7])#[N:2]. The catalyst class is: 152. (2) Reactant: C(O[C:4]([CH:6]1[C:14](=[O:15])[C:13]2[CH:12]=[N:11][CH:10]=[CH:9][C:8]=2[C:7]1=[O:16])=[O:5])C.[CH3:17][O:18][C:19]1[CH:24]=[CH:23][CH:22]=[C:21]([NH2:25])[CH:20]=1.C(O)(=O)C. Product: [CH3:17][O:18][C:19]1[CH:20]=[C:21]([NH:25][C:4]([CH:6]2[C:14](=[O:15])[C:13]3[CH:12]=[N:11][CH:10]=[CH:9][C:8]=3[C:7]2=[O:16])=[O:5])[CH:22]=[CH:23][CH:24]=1. The catalyst class is: 11. (3) Reactant: [S:1]1[CH:5]=[CH:4][C:3]2[CH:6]=[CH:7][CH:8]=[C:9]([C:10]3[CH:15]=[CH:14][N:13]=[CH:12][C:11]=3[CH:16]=[O:17])[C:2]1=2.[CH3:18][Mg]Br.Cl.[OH-].[NH4+]. Product: [S:1]1[CH:5]=[CH:4][C:3]2[CH:6]=[CH:7][CH:8]=[C:9]([C:10]3[CH:15]=[CH:14][N:13]=[CH:12][C:11]=3[CH:16]([OH:17])[CH3:18])[C:2]1=2. The catalyst class is: 1. (4) Reactant: Cl[C:2](Cl)(Cl)[CH:3]([OH:5])O.S([O-])([O-])(=O)=O.[Na+].[Na+].S(O)(O)(=O)=O.[NH2:20][OH:21].[F:22][C:23]1[CH:24]=[C:25]([NH2:30])[CH:26]=[CH:27][C:28]=1[CH3:29].Cl. Product: [F:22][C:23]1[CH:24]=[C:25]([NH:30][C:3](=[O:5])[CH:2]=[N:20][OH:21])[CH:26]=[CH:27][C:28]=1[CH3:29]. The catalyst class is: 6. (5) Reactant: S(C1C=CC(C)=CC=1)(O)(=O)=O.[NH2:12][C@@H:13]([CH2:17][C:18]1[CH:23]=[CH:22][C:21]([O:24][C:25](=[O:38])[C:26]([CH3:37])([O:28][C:29](=[O:36])[C:30]2[CH:35]=[CH:34][CH:33]=[CH:32][CH:31]=2)[CH3:27])=[C:20]([O:39][C:40](=[O:53])[C:41]([O:44][C:45](=[O:52])[C:46]2[CH:51]=[CH:50][CH:49]=[CH:48][CH:47]=2)([CH3:43])[CH3:42])[CH:19]=1)[C:14]([OH:16])=[O:15].C(N(CC)CC)C. Product: [NH2:12][C@@H:13]([CH2:17][C:18]1[CH:23]=[CH:22][C:21]([O:24][C:25](=[O:38])[C:26]([CH3:27])([O:28][C:29](=[O:36])[C:30]2[CH:35]=[CH:34][CH:33]=[CH:32][CH:31]=2)[CH3:37])=[C:20]([O:39][C:40](=[O:53])[C:41]([O:44][C:45](=[O:52])[C:46]2[CH:47]=[CH:48][CH:49]=[CH:50][CH:51]=2)([CH3:43])[CH3:42])[CH:19]=1)[C:14]([OH:16])=[O:15]. The catalyst class is: 47.